From a dataset of Full USPTO retrosynthesis dataset with 1.9M reactions from patents (1976-2016). Predict the reactants needed to synthesize the given product. (1) Given the product [F:36][C:2]([F:1])([F:35])[C:3]1[CH:4]=[C:5]([C:9]#[C:10][C:11]2[N:15]3[CH:16]=[CH:17][CH:18]=[CH:19][C:14]3=[N:13][C:12]=2[CH2:20][NH:21][C:22](=[O:34])[NH:23][C:24]2[CH:25]=[C:26]([CH:31]=[CH:32][CH:33]=2)[C:27]([OH:29])=[O:28])[CH:6]=[CH:7][CH:8]=1, predict the reactants needed to synthesize it. The reactants are: [F:1][C:2]([F:36])([F:35])[C:3]1[CH:4]=[C:5]([C:9]#[C:10][C:11]2[N:15]3[CH:16]=[CH:17][CH:18]=[CH:19][C:14]3=[N:13][C:12]=2[CH2:20][NH:21][C:22](=[O:34])[NH:23][C:24]2[CH:25]=[C:26]([CH:31]=[CH:32][CH:33]=2)[C:27]([O:29]C)=[O:28])[CH:6]=[CH:7][CH:8]=1.[OH-].[Na+].C(O)(=O)C. (2) Given the product [CH3:7][C:8]1[CH:18]=[CH:17][CH:16]=[C:15]([O:19][CH3:20])[C:9]=1[CH2:10][OH:11], predict the reactants needed to synthesize it. The reactants are: [H-].[Al+3].[Li+].[H-].[H-].[H-].[CH3:7][C:8]1[CH:18]=[CH:17][CH:16]=[C:15]([O:19][CH3:20])[C:9]=1[C:10](OCC)=[O:11].O. (3) Given the product [Cl:22][C:3]1[CH:4]=[C:5]([C:19]([NH2:21])=[O:20])[C:6]2[NH:7][C:8]3[C:13]([C:14]=2[C:2]=1[C:29]1[CH:28]=[CH:27][CH:26]=[C:25]([N:39]2[C:40](=[O:45])[C:41]4[C:42](=[CH:48][CH:49]=[CH:50][CH:51]=4)[N:43]([CH3:47])[C:44]2=[O:46])[C:24]=1[Cl:23])=[CH:12][CH:11]=[C:10]([C:15]([OH:18])([CH3:17])[CH3:16])[CH:9]=3, predict the reactants needed to synthesize it. The reactants are: Br[C:2]1[C:14]2[C:13]3[C:8](=[CH:9][C:10]([C:15]([OH:18])([CH3:17])[CH3:16])=[CH:11][CH:12]=3)[NH:7][C:6]=2[C:5]([C:19]([NH2:21])=[O:20])=[CH:4][C:3]=1[Cl:22].[Cl:23][C:24]1[C:29](B2OC(C)(C)C(C)(C)O2)=[CH:28][CH:27]=[CH:26][C:25]=1/[N:39]=[C:40]1/[C:41]2[CH:51]=[CH:50][CH:49]=[CH:48][C:42]=2[N:43]([CH3:47])[C:44](=[O:46])[O:45]/1.CCO.C([O-])([O-])=O.[Na+].[Na+]. (4) Given the product [N:1]([CH:4]([CH:29]1[O:33][C:32](=[O:34])[CH:31]([CH:35]([CH3:37])[CH3:36])[CH2:30]1)[CH2:5][CH:6]([CH:10]([OH:28])[C:11]1[CH:16]=[CH:15][C:14]([CH3:17])=[C:13]([C:18](=[O:19])[CH2:23][CH2:24][CH2:25][O:26][CH3:27])[CH:12]=1)[CH:7]([CH3:8])[CH3:9])=[N+:2]=[N-:3], predict the reactants needed to synthesize it. The reactants are: [N:1]([CH:4]([CH:29]1[O:33][C:32](=[O:34])[CH:31]([CH:35]([CH3:37])[CH3:36])[CH2:30]1)[CH2:5][CH:6]([CH:10]([OH:28])[C:11]1[CH:16]=[CH:15][C:14]([CH3:17])=[C:13]([C:18]2([CH2:23][CH2:24][CH2:25][O:26][CH3:27])OCC[O:19]2)[CH:12]=1)[CH:7]([CH3:9])[CH3:8])=[N+:2]=[N-:3].Cl.C(=O)(O)[O-].[Na+]. (5) Given the product [Br:16][C:11]1[C:2]([Cl:1])=[CH:3][N:4]=[C:5]2[C:10]=1[N:9]([CH3:13])[C:8](=[O:14])[CH:7]=[CH:6]2, predict the reactants needed to synthesize it. The reactants are: [Cl:1][C:2]1[C:11](O)=[C:10]2[C:5]([CH:6]=[CH:7][C:8](=[O:14])[N:9]2[CH3:13])=[N:4][CH:3]=1.P(Br)(Br)[Br:16]. (6) Given the product [Cl:8][C:5]1[CH:6]=[CH:7][C:2]([N:1]2[CH:23]=[CH:27][CH:26]=[CH:25]2)=[C:3]([C:9]([C:11]2[CH:16]=[CH:15][CH:14]=[C:13]([O:17][CH3:18])[C:12]=2[O:19][CH3:20])=[O:10])[CH:4]=1, predict the reactants needed to synthesize it. The reactants are: [NH2:1][C:2]1[CH:7]=[CH:6][C:5]([Cl:8])=[CH:4][C:3]=1[C:9]([C:11]1[CH:16]=[CH:15][CH:14]=[C:13]([O:17][CH3:18])[C:12]=1[O:19][CH3:20])=[O:10].CO[CH:23]1[CH2:27][CH2:26][CH:25](OC)O1. (7) Given the product [F:13][C:14]1([F:18])[CH2:17][N:16]([C:22](=[O:21])[CH2:23][NH:24][CH2:32][C:33]2[CH:38]=[CH:37][CH:36]=[CH:35][C:34]=2[C:39]([F:41])([F:40])[F:42])[CH2:15]1, predict the reactants needed to synthesize it. The reactants are: C[Al](C)C.C1(C)C=CC=CC=1.Cl.[F:13][C:14]1([F:18])[CH2:17][NH:16][CH2:15]1.C([O:21][C:22](=O)[CH2:23][N:24]([CH2:32][C:33]1[CH:38]=[CH:37][CH:36]=[CH:35][C:34]=1[C:39]([F:42])([F:41])[F:40])C(OC(C)(C)C)=O)C.C([O-])(O)=O.[Na+]. (8) Given the product [Cl:26][C:23]1[CH:24]=[CH:25][C:20]([CH2:19][CH:18]([CH3:34])[CH2:17][CH2:16][O:15][C:12]2[CH:13]=[CH:14][C:9]([CH:7]3[CH2:8][CH:6]3[C:4]([OH:5])=[O:3])=[C:10]([CH3:35])[CH:11]=2)=[C:21]([O:27][C:28]2[CH:33]=[CH:32][CH:31]=[CH:30][CH:29]=2)[CH:22]=1, predict the reactants needed to synthesize it. The reactants are: C([O:3][C:4]([CH:6]1[CH2:8][CH:7]1[C:9]1[CH:14]=[CH:13][C:12]([O:15][CH2:16][CH2:17][CH:18]([CH3:34])[CH2:19][C:20]2[CH:25]=[CH:24][C:23]([Cl:26])=[CH:22][C:21]=2[O:27][C:28]2[CH:33]=[CH:32][CH:31]=[CH:30][CH:29]=2)=[CH:11][C:10]=1[CH3:35])=[O:5])C.[OH-].[Na+].Cl. (9) Given the product [CH3:6][S:7][C:8]([NH:9][C:18](=[O:19])[O:20][C:21]([CH3:24])([CH3:23])[CH3:22])=[NH:10], predict the reactants needed to synthesize it. The reactants are: S(O)(O)(=O)=O.[CH3:6][S:7][C:8](=[NH:10])[NH2:9].[CH3:6][S:7][C:8](=[NH:10])[NH2:9].[OH-].[Na+].[C:18](O[C:18]([O:20][C:21]([CH3:24])([CH3:23])[CH3:22])=[O:19])([O:20][C:21]([CH3:24])([CH3:23])[CH3:22])=[O:19]. (10) Given the product [CH3:18][O:17][C:10]1[CH:11]=[CH:12][CH:13]=[C:14]([O:15][CH3:16])[C:9]=1[CH:2]1[N:1]([CH2:28][C:27]2[CH:30]=[CH:31][CH:32]=[C:25]([C:22]3[N:21]=[C:20]([CH3:19])[O:24][N:23]=3)[CH:26]=2)[C:5](=[O:7])[CH2:4][CH2:3]1, predict the reactants needed to synthesize it. The reactants are: [NH2:1][CH:2]([C:9]1[C:14]([O:15][CH3:16])=[CH:13][CH:12]=[CH:11][C:10]=1[O:17][CH3:18])[CH2:3][CH2:4][C:5]([O:7]C)=O.[CH3:19][C:20]1[O:24][N:23]=[C:22]([C:25]2[CH:26]=[C:27]([CH:30]=[CH:31][CH:32]=2)[CH:28]=O)[N:21]=1.